From a dataset of HIV replication inhibition screening data with 41,000+ compounds from the AIDS Antiviral Screen. Binary Classification. Given a drug SMILES string, predict its activity (active/inactive) in a high-throughput screening assay against a specified biological target. (1) The result is 1 (active). The drug is O=C(O)c1cc(C=Cc2ccc(N=Nc3c(O)cc(O)cc3C(=O)O)c(C(=O)O)c2)ccc1N=Nc1c(O)cc(O)cc1C(=O)O. (2) The molecule is O=c1[nH]c2ccccc2c(=O)n1N=Cc1ccc([N+](=O)[O-])cc1. The result is 0 (inactive).